From a dataset of Forward reaction prediction with 1.9M reactions from USPTO patents (1976-2016). Predict the product of the given reaction. (1) Given the reactants [Br:1][C:2]1[C:10]2[C:9](Cl)=[N:8][CH:7]=[N:6][C:5]=2[S:4][CH:3]=1.[OH-].[NH4+:13], predict the reaction product. The product is: [Br:1][C:2]1[C:10]2[C:9]([NH2:13])=[N:8][CH:7]=[N:6][C:5]=2[S:4][CH:3]=1. (2) Given the reactants [CH:1]12[O:8][CH:5]([CH2:6][CH2:7]1)[CH2:4][N:3]([C:9]1[CH:14]=[C:13]([CH2:15][S:16]([CH3:19])(=[O:18])=[O:17])[N:12]=[C:11]([C:20]3[CH:25]=[CH:24][C:23]([NH:26][C:27](=[O:45])[NH:28][C:29]4[CH:44]=[CH:43][C:32]([CH2:33][N:34]([CH3:42])[C:35](=[O:41])[O:36][C:37]([CH3:40])([CH3:39])[CH3:38])=[CH:31][CH:30]=4)=[CH:22][CH:21]=3)[N:10]=1)[CH2:2]2.FC(F)(F)C(O)=O, predict the reaction product. The product is: [CH:1]12[O:8][CH:5]([CH2:6][CH2:7]1)[CH2:4][N:3]([C:9]1[CH:14]=[C:13]([CH2:15][S:16]([CH3:19])(=[O:17])=[O:18])[N:12]=[C:11]([C:20]3[CH:21]=[CH:22][C:23]([NH:26][C:27](=[O:45])[NH:28][C:29]4[CH:30]=[CH:31][C:32]([CH2:33][N:34]([CH3:42])[C:35](=[O:41])[O:36][C:37]([CH3:39])([CH3:40])[CH3:38])=[CH:43][CH:44]=4)=[CH:24][CH:25]=3)[N:10]=1)[CH2:2]2.[CH:5]12[O:8][CH:1]([CH2:7][CH2:6]1)[CH2:2][N:3]([C:9]1[CH:14]=[C:13]([CH2:15][S:16]([CH3:19])(=[O:17])=[O:18])[N:12]=[C:11]([C:20]3[CH:21]=[CH:22][C:23]([NH:26][C:27]([NH:28][C:29]4[CH:30]=[CH:31][C:32]([CH2:33][NH:34][CH3:35])=[CH:43][CH:44]=4)=[O:45])=[CH:24][CH:25]=3)[N:10]=1)[CH2:4]2. (3) Given the reactants [C:1]([C:3]1[CH:12]=[C:11]2[C:6]([CH2:7][CH2:8][CH2:9][N:10]2[C:13]2[C:17]3[CH2:18][N:19]([C:22]([NH:24][CH3:25])=[O:23])[CH2:20][CH2:21][C:16]=3[N:15]([CH:26]3[CH2:31][CH2:30][O:29][CH2:28][CH2:27]3)[N:14]=2)=[CH:5][C:4]=1B1OC(C)(C)C(C)(C)O1)#[N:2].C1(P(C2CCCCC2)C2C=CC=CC=2C2C(C(C)C)=CC(C(C)C)=CC=2C(C)C)CCCCC1.[Cl:75][C:76]1[N:81]=[C:80](Cl)[CH:79]=[CH:78][N:77]=1.C([O-])([O-])=O.[Na+].[Na+], predict the reaction product. The product is: [Cl:75][C:76]1[N:81]=[C:80]([C:4]2[CH:5]=[C:6]3[C:11](=[CH:12][C:3]=2[C:1]#[N:2])[N:10]([C:13]2[C:17]4[CH2:18][N:19]([C:22]([NH:24][CH3:25])=[O:23])[CH2:20][CH2:21][C:16]=4[N:15]([CH:26]4[CH2:27][CH2:28][O:29][CH2:30][CH2:31]4)[N:14]=2)[CH2:9][CH2:8][CH2:7]3)[CH:79]=[CH:78][N:77]=1. (4) Given the reactants [C:1]([O:5][C:6]([N:8]1[CH2:12][CH2:11][CH:10]([C:13]2[CH:18]=[CH:17][C:16]([S:19]([C:22]3[CH:27]=[CH:26][CH:25]=[C:24]([F:28])[CH:23]=3)(=[O:21])=[O:20])=[CH:15][C:14]=2[C:29]([O:31]CC)=[O:30])[CH2:9]1)=[O:7])([CH3:4])([CH3:3])[CH3:2].O[Li].O, predict the reaction product. The product is: [C:1]([O:5][C:6]([N:8]1[CH2:12][CH2:11][CH:10]([C:13]2[CH:18]=[CH:17][C:16]([S:19]([C:22]3[CH:27]=[CH:26][CH:25]=[C:24]([F:28])[CH:23]=3)(=[O:21])=[O:20])=[CH:15][C:14]=2[C:29]([OH:31])=[O:30])[CH2:9]1)=[O:7])([CH3:4])([CH3:2])[CH3:3]. (5) Given the reactants [F:1][C:2]1[CH:3]=[C:4]([NH:9][C:10]([NH2:12])=[S:11])[CH:5]=[C:6]([F:8])[CH:7]=1.BrBr, predict the reaction product. The product is: [F:1][C:2]1[CH:7]=[C:6]([F:8])[C:5]2[S:11][C:10]([NH2:12])=[N:9][C:4]=2[CH:3]=1.